From a dataset of Forward reaction prediction with 1.9M reactions from USPTO patents (1976-2016). Predict the product of the given reaction. (1) Given the reactants [Br:1][C:2]1[CH:3]=[C:4]([N:8]2[C:16]3[C:11](=[CH:12][C:13]([CH2:17]O)=[CH:14][CH:15]=3)[C:10]([C:19]([O:21][CH3:22])=[O:20])=[N:9]2)[CH:5]=[CH:6][CH:7]=1.S(Cl)([Cl:25])=O, predict the reaction product. The product is: [Br:1][C:2]1[CH:3]=[C:4]([N:8]2[C:16]3[C:11](=[CH:12][C:13]([CH2:17][Cl:25])=[CH:14][CH:15]=3)[C:10]([C:19]([O:21][CH3:22])=[O:20])=[N:9]2)[CH:5]=[CH:6][CH:7]=1. (2) Given the reactants [CH2:1]([O:8][C:9]1[C:10]([O:31][CH3:32])=[N:11][C:12]2[C:17]([C:18]=1[Cl:19])=[CH:16][C:15]([CH:20]([C:22]1[C:23]([CH3:29])=[N:24][N:25]([CH3:28])[C:26]=1[CH3:27])[OH:21])=[CH:14][C:13]=2[CH3:30])[C:2]1[CH:7]=[CH:6][CH:5]=[CH:4][CH:3]=1, predict the reaction product. The product is: [CH2:1]([O:8][C:9]1[C:10]([O:31][CH3:32])=[N:11][C:12]2[C:17]([C:18]=1[Cl:19])=[CH:16][C:15]([C:20]([C:22]1[C:23]([CH3:29])=[N:24][N:25]([CH3:28])[C:26]=1[CH3:27])=[O:21])=[CH:14][C:13]=2[CH3:30])[C:2]1[CH:7]=[CH:6][CH:5]=[CH:4][CH:3]=1. (3) Given the reactants C(=O)=O.[H-].[Na+].[CH2:6]([OH:9])[CH2:7][CH3:8].[C:10]([Si:14]([CH3:17])([CH3:16])Cl)([CH3:13])([CH3:12])[CH3:11], predict the reaction product. The product is: [C:10]([Si:14]([CH3:17])([CH3:16])[O:9][CH2:6][CH2:7][CH3:8])([CH3:13])([CH3:12])[CH3:11]. (4) Given the reactants [OH:1][C:2]1[C:11]2[C:6](=[CH:7][CH:8]=[CH:9][CH:10]=2)[N:5]=[C:4]([C:12]([OH:14])=O)[CH:3]=1.Cl.[CH3:16][O:17][C:18](=[O:30])[C@@H:19]([NH2:29])[CH2:20][CH2:21][C:22]([O:24][C:25]([CH3:28])([CH3:27])[CH3:26])=[O:23].C1C=CC2N(O)N=NC=2C=1.C(Cl)CCl, predict the reaction product. The product is: [CH3:16][O:17][C:18](=[O:30])[C@@H:19]([NH:29][C:12]([C:4]1[CH:3]=[C:2]([OH:1])[C:11]2[C:6](=[CH:7][CH:8]=[CH:9][CH:10]=2)[N:5]=1)=[O:14])[CH2:20][CH2:21][C:22]([O:24][C:25]([CH3:26])([CH3:27])[CH3:28])=[O:23]. (5) Given the reactants [NH2:1][C:2]1[N:7]=[C:6](Cl)[C:5]([C:9]#[N:10])=[C:4]([CH3:11])[N:3]=1.[NH2:12][C@H:13]([C:15]1[N:20]=[C:19]2[CH:21]=[CH:22][N:23]([CH3:24])[C:18]2=[CH:17][C:16]=1[N:25]1[CH2:30][CH2:29][N:28]([C:31]([O:33][C:34]([CH3:37])([CH3:36])[CH3:35])=[O:32])[C@H:27]([CH3:38])[CH2:26]1)[CH3:14].C(N(CC)CC)C, predict the reaction product. The product is: [NH2:1][C:2]1[N:7]=[C:6]([NH:12][C@H:13]([C:15]2[N:20]=[C:19]3[CH:21]=[CH:22][N:23]([CH3:24])[C:18]3=[CH:17][C:16]=2[N:25]2[CH2:30][CH2:29][N:28]([C:31]([O:33][C:34]([CH3:35])([CH3:37])[CH3:36])=[O:32])[C@H:27]([CH3:38])[CH2:26]2)[CH3:14])[C:5]([C:9]#[N:10])=[C:4]([CH3:11])[N:3]=1. (6) Given the reactants [NH2:1][C:2]1[N:3]=[N:4][CH:5]=[CH:6][N:7]=1.Br[CH2:9][C:10](=O)[C:11]([O:13][CH2:14][CH3:15])=[O:12], predict the reaction product. The product is: [CH2:14]([O:13][C:11]([C:10]1[CH:9]=[N:1][C:2]2[N:4]([CH:5]=[CH:6][N:7]=2)[N:3]=1)=[O:12])[CH3:15].